From a dataset of Catalyst prediction with 721,799 reactions and 888 catalyst types from USPTO. Predict which catalyst facilitates the given reaction. (1) Reactant: [N+:1]([C:4]1[CH:5]=[CH:6][C:7]2[O:12][C:11]([CH3:14])([CH3:13])[O:10][C:9](=[O:15])[C:8]=2[CH:16]=1)([O-])=O. Product: [NH2:1][C:4]1[CH:5]=[CH:6][C:7]2[O:12][C:11]([CH3:13])([CH3:14])[O:10][C:9](=[O:15])[C:8]=2[CH:16]=1. The catalyst class is: 50. (2) Reactant: C[O:2][C:3]1[CH:10]=[C:9]([O:11][C:12]2[CH:17]=[CH:16][CH:15]=[CH:14][CH:13]=2)[CH:8]=[C:7]([CH3:18])[C:4]=1[CH:5]=[O:6].B(Br)(Br)Br.C(=O)=O.CC(C)=O. Product: [OH:2][C:3]1[CH:10]=[C:9]([O:11][C:12]2[CH:13]=[CH:14][CH:15]=[CH:16][CH:17]=2)[CH:8]=[C:7]([CH3:18])[C:4]=1[CH:5]=[O:6]. The catalyst class is: 2. (3) Reactant: [BH4-].[Na+].Cl[CH2:4][C:5]([C:7]1[CH:8]=[N:9][C:10]([N:13]2[C:17]([CH3:18])=[CH:16][CH:15]=[C:14]2[CH3:19])=[CH:11][CH:12]=1)=[O:6].[NH2:20][C@@H:21]([CH3:24])[CH2:22][OH:23].C(Cl)Cl. Product: [CH3:19][C:14]1[N:13]([C:10]2[N:9]=[CH:8][C:7]([CH:5]([OH:6])[CH2:4][NH:20][C@@H:21]([CH3:24])[CH2:22][OH:23])=[CH:12][CH:11]=2)[C:17]([CH3:18])=[CH:16][CH:15]=1. The catalyst class is: 30. (4) Reactant: [CH3:1][CH:2]([CH3:10])[C:3](=O)[CH2:4][C:5]([O:7]C)=O.[CH3:11][NH:12][C:13]([NH2:15])=[O:14]. Product: [CH:2]([C:3]1[N:12]([CH3:11])[C:13](=[O:14])[NH:15][C:5](=[O:7])[CH:4]=1)([CH3:1])[CH3:10]. The catalyst class is: 15. (5) Reactant: [Br:1][C:2]1[C:22]([OH:23])=[CH:21][C:5]2[C:6]([CH3:20])([CH3:19])[C:7]3[NH:8][C:9]4[C:14]([C:15]=3[C:16](=[O:17])[C:4]=2[CH:3]=1)=[CH:13][CH:12]=[C:11]([Cl:18])[CH:10]=4.C1(P(C2C=CC=CC=2)C2C=CC=CC=2)C=CC=CC=1.[CH3:43][C:44]1([CH3:51])[O:48][C@@H:47]([CH2:49]O)[CH2:46][O:45]1.C1(C)C=CC=CC=1.C(OC(N=NC(OCC)=O)=O)C. Product: [Cl:18][C:11]1[CH:10]=[C:9]2[C:14]([C:15]3[C:16](=[O:17])[C:4]4[CH:3]=[C:2]([Br:1])[C:22]([O:23][CH2:49][C@H:47]5[CH2:46][O:45][C:44]([CH3:51])([CH3:43])[O:48]5)=[CH:21][C:5]=4[C:6]([CH3:20])([CH3:19])[C:7]=3[NH:8]2)=[CH:13][CH:12]=1. The catalyst class is: 476. (6) Reactant: [CH3:1][C:2]1[CH:3]=[C:4]([NH2:9])[C:5]([NH2:8])=[CH:6][CH:7]=1.[C:10]([O:14][C:15]([N:17]1[CH2:22][CH2:21][C@@H:20]([NH:23][C:24]([C:26]2[CH:35]=[CH:34][C:29]3[O:30][CH2:31][CH2:32][O:33][C:28]=3[CH:27]=2)=[O:25])[CH2:19][C@@H:18]1[C:36](O)=[O:37])=[O:16])([CH3:13])([CH3:12])[CH3:11].F[P-](F)(F)(F)(F)F.N1(O[P+](N(C)C)(N(C)C)N(C)C)C2C=CC=CC=2N=N1.CCN(C(C)C)C(C)C. Product: [NH2:9][C:4]1[CH:3]=[C:2]([CH3:1])[CH:7]=[CH:6][C:5]=1[NH:8][C:36]([C@H:18]1[CH2:19][C@H:20]([NH:23][C:24]([C:26]2[CH:35]=[CH:34][C:29]3[O:30][CH2:31][CH2:32][O:33][C:28]=3[CH:27]=2)=[O:25])[CH2:21][CH2:22][N:17]1[C:15]([O:14][C:10]([CH3:13])([CH3:12])[CH3:11])=[O:16])=[O:37]. The catalyst class is: 18. (7) Reactant: [NH:1]1[CH:5]=[CH:4][CH:3]=[C:2]1[C:6](=[O:8])[CH3:7].[Cl-].[Cl-].[Cl-].[Al+3].[Cl:13][C:14]([Cl:19])([Cl:18])[C:15](Cl)=[O:16].Cl. Product: [C:6]([C:2]1[NH:1][CH:5]=[C:4]([C:15](=[O:16])[C:14]([Cl:19])([Cl:18])[Cl:13])[CH:3]=1)(=[O:8])[CH3:7]. The catalyst class is: 4. (8) Reactant: [CH3:1][NH:2][C:3]1[CH:8]=[CH:7][CH:6]=[C:5]([N+:9]([O-:11])=[O:10])[CH:4]=1.[C:20](O[C:20]([O:22][C:23]([CH3:26])([CH3:25])[CH3:24])=[O:21])([O:22][C:23]([CH3:26])([CH3:25])[CH3:24])=[O:21].N1C=CC(N)=CC=1. Product: [C:23]([O:22][C:20](=[O:21])[N:2]([CH3:1])[C:3]1[CH:8]=[CH:7][CH:6]=[C:5]([N+:9]([O-:11])=[O:10])[CH:4]=1)([CH3:24])([CH3:25])[CH3:26]. The catalyst class is: 1.